Dataset: Forward reaction prediction with 1.9M reactions from USPTO patents (1976-2016). Task: Predict the product of the given reaction. (1) The product is: [Cl:1][C:2]1[N:3]=[C:4]([N:14]2[CH2:19][CH2:18][O:17][CH2:16][CH2:15]2)[C:5]2[S:10][C:9]([CH2:11][N:30]3[CH2:29][CH2:28][N:27]([C:20]([O:22][C:23]([CH3:26])([CH3:25])[CH3:24])=[O:21])[CH2:32][CH2:31]3)=[C:8]([CH3:13])[C:6]=2[N:7]=1. Given the reactants [Cl:1][C:2]1[N:3]=[C:4]([N:14]2[CH2:19][CH2:18][O:17][CH2:16][CH2:15]2)[C:5]2[S:10][C:9]([CH:11]=O)=[C:8]([CH3:13])[C:6]=2[N:7]=1.[C:20]([N:27]1[CH2:32][CH2:31][NH:30][CH2:29][CH2:28]1)([O:22][C:23]([CH3:26])([CH3:25])[CH3:24])=[O:21], predict the reaction product. (2) Given the reactants [Br:1][C:2]1[CH:18]=[CH:17][C:5]2[S:6][C:7]([C:10](=O)/[CH:11]=[CH:12]/N(C)C)=[C:8]([CH3:9])[C:4]=2[CH:3]=1.[O-]CC.[Na+].Cl.[NH2:24][C:25]([NH2:27])=[NH:26], predict the reaction product. The product is: [Br:1][C:2]1[CH:18]=[CH:17][C:5]2[S:6][C:7]([C:10]3[CH:11]=[CH:12][N:24]=[C:25]([NH2:27])[N:26]=3)=[C:8]([CH3:9])[C:4]=2[CH:3]=1.